The task is: Predict the reactants needed to synthesize the given product.. This data is from Full USPTO retrosynthesis dataset with 1.9M reactions from patents (1976-2016). (1) The reactants are: [CH3:1][C:2]1[C:3]([C:12]([O:14]CC)=O)=[C:4]([NH:8][C:9]([NH2:11])=[S:10])[S:5][C:6]=1[CH3:7].[OH-].[Na+].CC(O)=O. Given the product [CH3:1][C:2]1[C:3]2[C:12](=[O:14])[NH:11][C:9](=[S:10])[NH:8][C:4]=2[S:5][C:6]=1[CH3:7], predict the reactants needed to synthesize it. (2) Given the product [CH3:9][NH:10][C:11]1[N:16]=[C:15]([CH2:17][CH2:18][O:19][C:21]2[CH:22]=[C:23]3[C:27](=[CH:28][CH:29]=2)[NH:26][C:25]([CH2:30][CH2:31][C:32]([O:34][CH3:35])=[O:33])=[CH:24]3)[CH:14]=[CH:13][CH:12]=1, predict the reactants needed to synthesize it. The reactants are: N(C([O-])=O)=NC([O-])=O.[CH3:9][NH:10][C:11]1[N:16]=[C:15]([CH2:17][CH2:18][OH:19])[CH:14]=[CH:13][CH:12]=1.O[C:21]1[CH:22]=[C:23]2[C:27](=[CH:28][CH:29]=1)[NH:26][C:25]([CH2:30][CH2:31][C:32]([O:34][CH3:35])=[O:33])=[CH:24]2.C1(P(C2C=CC=CC=2)C2C=CC=CC=2)C=CC=CC=1. (3) Given the product [C:1]([N:5]1[C:9]([C:10]2[CH:15]=[CH:14][C:13]([F:16])=[CH:12][CH:11]=2)=[C:8]([C:17]2[S:18][CH:19]=[C:20]([CH2:22][C:23]([N:27]3[CH2:30][CH:29]([OH:31])[CH2:28]3)=[O:24])[N:21]=2)[CH:7]=[N:6]1)([CH3:2])([CH3:4])[CH3:3], predict the reactants needed to synthesize it. The reactants are: [C:1]([N:5]1[C:9]([C:10]2[CH:15]=[CH:14][C:13]([F:16])=[CH:12][CH:11]=2)=[C:8]([C:17]2[S:18][CH:19]=[C:20]([CH2:22][C:23](O)=[O:24])[N:21]=2)[CH:7]=[N:6]1)([CH3:4])([CH3:3])[CH3:2].Cl.[NH:27]1[CH2:30][CH:29]([OH:31])[CH2:28]1.